The task is: Predict the product of the given reaction.. This data is from Forward reaction prediction with 1.9M reactions from USPTO patents (1976-2016). (1) The product is: [Br:1][C:2]1[C:11]2[C:6](=[C:7]([F:13])[CH:8]=[C:9]([CH3:12])[CH:10]=2)[CH:5]=[CH:4][C:3]=1[CH2:14][CH3:15]. Given the reactants [Br:1][C:2]1[C:11]2[C:6](=[C:7]([F:13])[CH:8]=[C:9]([CH3:12])[CH:10]=2)[CH:5]=[CH:4][C:3]=1[CH:14]=[CH2:15].[H][H], predict the reaction product. (2) Given the reactants [F:1][C:2]1[CH:3]=[C:4]([CH2:9][C:10]([OH:12])=O)[CH:5]=[CH:6][C:7]=1[CH3:8].O=S(Cl)Cl.[NH3:17], predict the reaction product. The product is: [F:1][C:2]1[CH:3]=[C:4]([CH2:9][C:10]([NH2:17])=[O:12])[CH:5]=[CH:6][C:7]=1[CH3:8]. (3) The product is: [OH:1][CH:2]1[CH2:7][CH2:6][N:5]([C:8]([O:9][CH2:10][CH2:11][Si:12]([CH3:15])([CH3:14])[CH3:13])=[O:16])[CH2:4][CH2:3]1. Given the reactants [OH:1][CH:2]1[CH2:7][CH2:6][NH:5][CH2:4][CH2:3]1.[C:8](=O)([O:16]C1C=CC([N+]([O-])=O)=CC=1)[O:9][CH2:10][CH2:11][Si:12]([CH3:15])([CH3:14])[CH3:13].C(N(CC)C(C)C)(C)C, predict the reaction product. (4) Given the reactants [C:1]12([CH2:11][CH2:12][O:13][C:14]3[CH:15]=[C:16]([CH2:20][C@H:21]([NH:23][CH2:24][C@@H:25]([C:27]4[CH:36]=[CH:35][C:34]([O:37]CC5C=CC=CC=5)=[C:33]5[C:28]=4[CH:29]=[CH:30][C:31](=[O:45])[NH:32]5)[OH:26])[CH3:22])[CH:17]=[CH:18][CH:19]=3)[CH2:10][CH:5]3[CH2:6][CH:7]([CH2:9][CH:3]([CH2:4]3)[CH2:2]1)[CH2:8]2, predict the reaction product. The product is: [C:1]12([CH2:11][CH2:12][O:13][C:14]3[CH:15]=[C:16]([CH2:20][C@H:21]([NH:23][CH2:24][C@@H:25]([C:27]4[CH:36]=[CH:35][C:34]([OH:37])=[C:33]5[C:28]=4[CH:29]=[CH:30][C:31](=[O:45])[NH:32]5)[OH:26])[CH3:22])[CH:17]=[CH:18][CH:19]=3)[CH2:10][CH:5]3[CH2:4][CH:3]([CH2:9][CH:7]([CH2:6]3)[CH2:8]1)[CH2:2]2.